The task is: Predict the product of the given reaction.. This data is from Forward reaction prediction with 1.9M reactions from USPTO patents (1976-2016). (1) Given the reactants Br[C:2]1[CH:7]=[CH:6][CH:5]=[C:4]([C:8]([C:10]2[CH:15]=[CH:14][CH:13]=[CH:12][CH:11]=2)=[CH2:9])[CH:3]=1.C([Li])CCC.CCCCCC.CN(C)[CH:29]=[O:30].[Cl-].[NH4+], predict the reaction product. The product is: [C:10]1([C:8]([C:4]2[CH:3]=[C:2]([CH:7]=[CH:6][CH:5]=2)[CH:29]=[O:30])=[CH2:9])[CH:11]=[CH:12][CH:13]=[CH:14][CH:15]=1. (2) The product is: [C:1]([O:5][C:6]([NH:7][C:8]1[C:17]2[C:12](=[CH:13][CH:14]=[CH:15][CH:16]=2)[C:11]([O:18][C:19]2[CH:24]=[CH:23][N:22]=[C:21]([NH:27][C:28]3[CH:29]=[C:30]([CH:34]=[C:35]([C:37]#[C:38][Si:39]([CH:40]([CH3:42])[CH3:41])([CH:46]([CH3:48])[CH3:47])[CH:43]([CH3:45])[CH3:44])[CH:36]=3)[C:31]([OH:33])=[O:32])[N:20]=2)=[CH:10][CH:9]=1)=[O:26])([CH3:4])([CH3:3])[CH3:2]. Given the reactants [C:1]([O:5][C:6](=[O:26])[NH:7][C:8]1[C:17]2[C:12](=[CH:13][CH:14]=[CH:15][CH:16]=2)[C:11]([O:18][C:19]2[CH:24]=[CH:23][N:22]=[C:21](Cl)[N:20]=2)=[CH:10][CH:9]=1)([CH3:4])([CH3:3])[CH3:2].[NH2:27][C:28]1[CH:29]=[C:30]([CH:34]=[C:35]([C:37]#[C:38][Si:39]([CH:46]([CH3:48])[CH3:47])([CH:43]([CH3:45])[CH3:44])[CH:40]([CH3:42])[CH3:41])[CH:36]=1)[C:31]([OH:33])=[O:32].C(=O)([O-])[O-].[Cs+].[Cs+], predict the reaction product. (3) Given the reactants B1C2CCCC1CCC2.[C:10]([O:14][C:15]([N:17]1[CH2:22][CH2:21][C:20](=[CH2:23])[CH2:19][CH2:18]1)=[O:16])([CH3:13])([CH3:12])[CH3:11].Br[C:25]1[CH:30]=[CH:29][C:28]([Br:31])=[CH:27][N:26]=1.C([O-])([O-])=O.[K+].[K+], predict the reaction product. The product is: [C:10]([O:14][C:15]([N:17]1[CH2:22][CH2:21][CH:20]([CH2:23][C:25]2[CH:30]=[CH:29][C:28]([Br:31])=[CH:27][N:26]=2)[CH2:19][CH2:18]1)=[O:16])([CH3:13])([CH3:12])[CH3:11]. (4) The product is: [CH:1]([C:4]1[N:5]=[C:6]([C:9]2[CH:18]=[C:17]([O:19][CH2:20][CH2:21][C@@H:22]3[NH:36][C:35](=[O:37])[N:34]([CH3:38])[CH2:33][CH2:32][CH2:31][CH2:30][CH:29]=[CH:28][C@H:27]4[C@@:25]([C:39]([NH:54][S:51]([C:48]5([CH2:46][CH3:47])[CH2:50][CH2:49]5)(=[O:53])=[O:52])=[O:40])([CH2:26]4)[NH:24][C:23]3=[O:42])[C:16]3[C:11](=[C:12]([Cl:45])[C:13]([O:43][CH3:44])=[CH:14][CH:15]=3)[N:10]=2)[S:7][CH:8]=1)([CH3:3])[CH3:2]. Given the reactants [CH:1]([C:4]1[N:5]=[C:6]([C:9]2[CH:18]=[C:17]([O:19][CH2:20][CH2:21][C@@H:22]3[NH:36][C:35](=[O:37])[N:34]([CH3:38])[CH2:33][CH2:32][CH2:31][CH2:30][CH:29]=[CH:28][C@H:27]4[C@@:25]([C:39](O)=[O:40])([CH2:26]4)[NH:24][C:23]3=[O:42])[C:16]3[C:11](=[C:12]([Cl:45])[C:13]([O:43][CH3:44])=[CH:14][CH:15]=3)[N:10]=2)[S:7][CH:8]=1)([CH3:3])[CH3:2].[CH2:46]([C:48]1([S:51]([NH-:54])(=[O:53])=[O:52])[CH2:50][CH2:49]1)[CH3:47], predict the reaction product.